From a dataset of Full USPTO retrosynthesis dataset with 1.9M reactions from patents (1976-2016). Predict the reactants needed to synthesize the given product. (1) Given the product [Br:28][C:15]1[C:9]2[C:10](=[N:11][CH:12]=[C:7]([NH:6][C:4](=[O:5])[C:3]3[C:16]([F:27])=[CH:17][CH:18]=[C:19]([NH:20][S:21]([CH2:24][CH2:25][CH3:26])(=[O:23])=[O:22])[C:2]=3[F:1])[CH:8]=2)[NH:13][CH:14]=1, predict the reactants needed to synthesize it. The reactants are: [F:1][C:2]1[C:19]([NH:20][S:21]([CH2:24][CH2:25][CH3:26])(=[O:23])=[O:22])=[CH:18][CH:17]=[C:16]([F:27])[C:3]=1[C:4]([NH:6][C:7]1[CH:8]=[C:9]2[CH:15]=[CH:14][NH:13][C:10]2=[N:11][CH:12]=1)=[O:5].[Br:28]N1C(=O)CCC1=O. (2) Given the product [F:1][C:2]1[CH:12]=[CH:11][CH:10]=[C:4]([C:5]([O:14][CH3:13])=[O:6])[C:3]=1[C:8]([OH:7])=[O:9], predict the reactants needed to synthesize it. The reactants are: [F:1][C:2]1[CH:12]=[CH:11][CH:10]=[C:4]2[C:5]([O:7][C:8](=[O:9])[C:3]=12)=[O:6].[CH3:13][OH:14].